This data is from NCI-60 drug combinations with 297,098 pairs across 59 cell lines. The task is: Regression. Given two drug SMILES strings and cell line genomic features, predict the synergy score measuring deviation from expected non-interaction effect. (1) Drug 1: CC1C(C(CC(O1)OC2CC(CC3=C2C(=C4C(=C3O)C(=O)C5=C(C4=O)C(=CC=C5)OC)O)(C(=O)CO)O)N)O.Cl. Drug 2: CC12CCC3C(C1CCC2OP(=O)(O)O)CCC4=C3C=CC(=C4)OC(=O)N(CCCl)CCCl.[Na+]. Cell line: MCF7. Synergy scores: CSS=-7.16, Synergy_ZIP=1.81, Synergy_Bliss=-2.79, Synergy_Loewe=-10.1, Synergy_HSA=-8.40. (2) Drug 1: CN1C(=O)N2C=NC(=C2N=N1)C(=O)N. Drug 2: CCN(CC)CCCC(C)NC1=C2C=C(C=CC2=NC3=C1C=CC(=C3)Cl)OC. Cell line: CCRF-CEM. Synergy scores: CSS=26.0, Synergy_ZIP=0.556, Synergy_Bliss=-0.802, Synergy_Loewe=-34.8, Synergy_HSA=-5.74. (3) Drug 1: CCC1(CC2CC(C3=C(CCN(C2)C1)C4=CC=CC=C4N3)(C5=C(C=C6C(=C5)C78CCN9C7C(C=CC9)(C(C(C8N6C=O)(C(=O)OC)O)OC(=O)C)CC)OC)C(=O)OC)O.OS(=O)(=O)O. Drug 2: CN(C(=O)NC(C=O)C(C(C(CO)O)O)O)N=O. Cell line: PC-3. Synergy scores: CSS=1.29, Synergy_ZIP=-1.99, Synergy_Bliss=-1.54, Synergy_Loewe=-15.1, Synergy_HSA=-3.89.